This data is from Full USPTO retrosynthesis dataset with 1.9M reactions from patents (1976-2016). The task is: Predict the reactants needed to synthesize the given product. (1) Given the product [CH:6]([C:5]1[CH:8]=[CH:9][C:2]([O:1][S:14]([C:13]([F:26])([F:25])[F:12])(=[O:16])=[O:15])=[C:3]([O:10][CH3:11])[CH:4]=1)=[O:7], predict the reactants needed to synthesize it. The reactants are: [OH:1][C:2]1[CH:9]=[CH:8][C:5]([CH:6]=[O:7])=[CH:4][C:3]=1[O:10][CH3:11].[F:12][C:13]([F:26])([F:25])[S:14](O[S:14]([C:13]([F:26])([F:25])[F:12])(=[O:16])=[O:15])(=[O:16])=[O:15]. (2) Given the product [N:32]([C:2]1[N:10]([CH2:11][C:12]2[CH:17]=[CH:16][C:15]([Cl:18])=[CH:14][CH:13]=2)[C:9]2[C:8](=[O:19])[N:7]([CH2:20][CH2:21][CH2:22][O:23][CH:24]3[CH2:29][CH2:28][CH2:27][CH2:26][O:25]3)[C:6](=[O:30])[N:5]([CH3:31])[C:4]=2[N:3]=1)=[N+:33]=[N-:34], predict the reactants needed to synthesize it. The reactants are: Br[C:2]1[N:10]([CH2:11][C:12]2[CH:17]=[CH:16][C:15]([Cl:18])=[CH:14][CH:13]=2)[C:9]2[C:8](=[O:19])[N:7]([CH2:20][CH2:21][CH2:22][O:23][CH:24]3[CH2:29][CH2:28][CH2:27][CH2:26][O:25]3)[C:6](=[O:30])[N:5]([CH3:31])[C:4]=2[N:3]=1.[N-:32]=[N+:33]=[N-:34].[Na+]. (3) Given the product [F:1][C:2]1[CH:3]=[C:4]([N:12]2[CH2:16][C@H:15]([CH2:17][NH:18][C:19](=[O:21])[CH3:20])[O:14][C:13]2=[O:22])[CH:5]=[CH:6][C:7]=1[C:24]1[CH:25]=[N:26][C:27]([C:30]2[CH2:34][CH:33]([CH2:35][OH:36])[O:32][N:31]=2)=[N:28][CH:29]=1, predict the reactants needed to synthesize it. The reactants are: [F:1][C:2]1[CH:3]=[C:4]([N:12]2[CH2:16][CH:15]([CH2:17][NH:18][C:19](=[O:21])[CH3:20])[O:14][C:13]2=[O:22])[CH:5]=[CH:6][C:7]=1[Sn](C)(C)C.Br[C:24]1[CH:25]=[N:26][C:27]([C:30]2[CH2:34][CH:33]([CH2:35][OH:36])[O:32][N:31]=2)=[N:28][CH:29]=1.O1C=CC=C1P(C1OC=CC=1)C1OC=CC=1. (4) Given the product [C@@H:1]1([N:10]2[CH:17]=[C:16]([I:18])[C:14](=[O:15])[NH:13][C:11]2=[O:12])[O:7][C@H:6]([CH2:8][OH:9])[C@@H:4]([OH:5])[C@@H:2]1[OH:3], predict the reactants needed to synthesize it. The reactants are: [C@@H:1]1([N:10]2[CH:17]=[CH:16][C:14](=[O:15])[NH:13][C:11]2=[O:12])[O:7][C@H:6]([CH2:8][OH:9])[C@@H:4]([OH:5])[C@@H:2]1[OH:3].[I:18]I.[N+]([O-])(O)=O. (5) Given the product [C:3]([O:7][C:8]([N:10]([CH2:11][C@@H:12]1[CH2:16][CH2:15][N:14]([CH2:17][C:18]2[CH:26]=[CH:25][C:21]([C:22]([OH:24])=[O:23])=[CH:20][C:19]=2[C:27]([F:30])([F:28])[F:29])[CH2:13]1)[CH3:31])=[O:9])([CH3:6])([CH3:4])[CH3:5], predict the reactants needed to synthesize it. The reactants are: [H-].[Na+].[C:3]([O:7][C:8]([NH:10][CH2:11][C@@H:12]1[CH2:16][CH2:15][N:14]([CH2:17][C:18]2[CH:26]=[CH:25][C:21]([C:22]([OH:24])=[O:23])=[CH:20][C:19]=2[C:27]([F:30])([F:29])[F:28])[CH2:13]1)=[O:9])([CH3:6])([CH3:5])[CH3:4].[CH3:31]I.O. (6) Given the product [C:1]([C:14]1([NH:4][C:5]2[CH:12]=[CH:11][C:8]([C:9]#[N:10])=[C:7]([F:13])[CH:6]=2)[CH2:18][CH2:17][CH2:16][CH2:15]1)#[N:2], predict the reactants needed to synthesize it. The reactants are: [C-:1]#[N:2].[Na+].[NH2:4][C:5]1[CH:12]=[CH:11][C:8]([C:9]#[N:10])=[C:7]([F:13])[CH:6]=1.[C:14]1(=O)[CH2:18][CH2:17][CH2:16][CH2:15]1.